Dataset: Full USPTO retrosynthesis dataset with 1.9M reactions from patents (1976-2016). Task: Predict the reactants needed to synthesize the given product. (1) The reactants are: [H-].[H-].[H-].[H-].[Li+].[Al+3].[O:7]=[C:8]([C:12]1[CH:16]=[CH:15][S:14][CH:13]=1)[CH2:9][C:10]#[N:11].[OH-].[Na+]. Given the product [NH2:11][CH2:10][CH2:9][CH:8]([C:12]1[CH:16]=[CH:15][S:14][CH:13]=1)[OH:7], predict the reactants needed to synthesize it. (2) Given the product [F:15][C:9]1[N:10]=[CH:11][CH:12]=[C:13]2[C:8]=1[C:6](=[O:7])[CH:1]1[CH2:5][CH:4]2[CH:3]=[CH:2]1, predict the reactants needed to synthesize it. The reactants are: [CH:1]1([C:6]([C:8]2[C:9]([F:15])=[N:10][CH:11]=[CH:12][C:13]=2I)=[O:7])[CH2:5][CH:4]=[CH:3][CH2:2]1.C([O-])(=O)C.[K+].C1(P(C2C=CC=CC=2)C2C=CC=CC=2)C=CC=CC=1.CN(C=O)C.